From a dataset of Full USPTO retrosynthesis dataset with 1.9M reactions from patents (1976-2016). Predict the reactants needed to synthesize the given product. (1) Given the product [NH2:1][C:2]1[CH:7]=[CH:6][CH:5]=[CH:4][C:3]=1[NH:8][C:9](=[O:17])[C:10]1[CH:15]=[CH:14][C:13]([C:46]([CH2:47][N:33]2[CH2:34][CH2:35][N:30]([C:22]3[CH:23]=[C:24]([C:26]([F:27])([F:28])[F:29])[CH:25]=[C:20]([C:19]([F:18])([F:36])[F:37])[CH:21]=3)[CH2:31][CH2:32]2)=[CH2:45])=[CH:12][CH:11]=1, predict the reactants needed to synthesize it. The reactants are: [NH2:1][C:2]1[CH:7]=[CH:6][CH:5]=[CH:4][C:3]=1[NH:8][C:9](=[O:17])[C:10]1[CH:15]=[CH:14][C:13](I)=[CH:12][CH:11]=1.[F:18][C:19]([F:37])([F:36])[C:20]1[CH:21]=[C:22]([N:30]2[CH2:35][CH2:34][NH:33][CH2:32][CH2:31]2)[CH:23]=[C:24]([C:26]([F:29])([F:28])[F:27])[CH:25]=1.C(=O)([O-])[O-].[K+].[K+].O1C=[CH:47][CH:46]=[C:45]1P(C1OC=CC=1)C1OC=CC=1.C=C=C. (2) Given the product [C:1]([NH:5][C:6]1[CH:7]=[C:8]2[C:13](=[CH:14][CH:15]=1)[C:12]([O:16][CH2:17][CH2:18][CH2:19][C:20]1[C:28]3[C:23](=[C:24]([C:29]4[CH:34]=[CH:33][CH:32]=[CH:31][C:30]=4[CH3:35])[CH:25]=[CH:26][CH:27]=3)[NH:22][C:21]=1[C:36]([OH:38])=[O:37])=[CH:11][CH:10]=[CH:9]2)(=[O:4])[CH:2]=[CH2:3], predict the reactants needed to synthesize it. The reactants are: [C:1]([NH:5][C:6]1[CH:7]=[C:8]2[C:13](=[CH:14][CH:15]=1)[C:12]([O:16][CH2:17][CH2:18][CH2:19][C:20]1[C:28]3[C:23](=[C:24]([C:29]4[CH:34]=[CH:33][CH:32]=[CH:31][C:30]=4[CH3:35])[CH:25]=[CH:26][CH:27]=3)[NH:22][C:21]=1[C:36]([O:38]CC)=[O:37])=[CH:11][CH:10]=[CH:9]2)(=[O:4])[CH:2]=[CH2:3].[OH-].[Na+].